Dataset: Full USPTO retrosynthesis dataset with 1.9M reactions from patents (1976-2016). Task: Predict the reactants needed to synthesize the given product. Given the product [Cl:25][C:24]1[CH:23]=[N:22][C:21]2[NH:3][C:4]3[CH:9]=[CH:8][N:7]=[C:6]([CH:5]=3)[CH:10]=[CH:11][C:12]3[CH:13]=[C:14]([NH:18][C:19]=1[N:20]=2)[CH:15]=[CH:16][CH:17]=3, predict the reactants needed to synthesize it. The reactants are: Cl.Cl.[NH2:3][C:4]1[CH:9]=[CH:8][N:7]=[C:6](/[CH:10]=[CH:11]\[C:12]2[CH:13]=[C:14]([NH:18][C:19]3[C:24]([Cl:25])=[CH:23][N:22]=[C:21](Cl)[N:20]=3)[CH:15]=[CH:16][CH:17]=2)[CH:5]=1.C(N(CC)CC)C.CC1(C)C2C=CC=C(P(C3C=CC=CC=3)C3C=CC=CC=3)C=2OC2C1=CC=CC=2P(C1C=CC=CC=1)C1C=CC=CC=1.C(=O)([O-])[O-].[Cs+].[Cs+].